Dataset: Forward reaction prediction with 1.9M reactions from USPTO patents (1976-2016). Task: Predict the product of the given reaction. (1) Given the reactants [C:1]([N:4]1[CH2:9][CH2:8][N:7]([C:10]2[N:15]=[C:14]([C:16]3[N:20]([CH3:21])[C:19]4[CH:22]=[CH:23][CH:24]=[CH:25][C:18]=4[N:17]=3)[C:13](Cl)=[CH:12][N:11]=2)[CH2:6][CH2:5]1)(=[O:3])[CH3:2].[OH-].[Na+].CCOC(C)=O, predict the reaction product. The product is: [C:1]([N:4]1[CH2:9][CH2:8][N:7]([C:10]2[N:15]=[C:14]([C:16]3[N:20]([CH3:21])[C:19]4[CH:22]=[CH:23][CH:24]=[CH:25][C:18]=4[N:17]=3)[CH:13]=[CH:12][N:11]=2)[CH2:6][CH2:5]1)(=[O:3])[CH3:2]. (2) The product is: [CH3:84][O:85][C:86]1[CH:95]=[C:94]2[C:89]([CH2:90][CH2:91][C@H:92]([NH2:96])[CH2:93]2)=[CH:88][CH:87]=1. Given the reactants COC1C=C2C(CCC(=O)C2)=CC=1.C([O-])=O.[Na+].C1C=[N+]([C@@H]2O[C@H](COP(OP(OC[C@H]3O[C@@H](N4C5N=CN=C(N)C=5N=C4)[C@H](O)[C@@H]3O)(O)=O)(O)=O)[C@@H](O)[C@H]2O)C=C(C(N)=O)C=1.N[C@H](C(O)=O)C.CC1N=CC(COP(O)(O)=O)=C(C=O)C=1O.[CH3:84][O:85][C:86]1[CH:95]=[C:94]2[C:89]([CH2:90][CH2:91][CH:92]([NH2:96])[CH2:93]2)=[CH:88][CH:87]=1, predict the reaction product. (3) Given the reactants [Cl:1][C:2]1[S:3][C:4]([C:9]([O:11][CH2:12][CH3:13])=[O:10])=[C:5]([C:7]#[N:8])[N:6]=1.[N:14]([Si](C)(C)C)=[N+:15]=[N-:16].C[Sn](=O)C, predict the reaction product. The product is: [Cl:1][C:2]1[S:3][C:4]([C:9]([O:11][CH2:12][CH3:13])=[O:10])=[C:5]([C:7]2[NH:16][N:15]=[N:14][N:8]=2)[N:6]=1.